Dataset: Forward reaction prediction with 1.9M reactions from USPTO patents (1976-2016). Task: Predict the product of the given reaction. (1) Given the reactants [Br:1][C:2]1[N:6]2[C:7]3[C:12]([CH2:13][CH2:14][C:5]2=[C:4]([C:21]([O:23][CH2:24][CH3:25])=[O:22])[N:3]=1)=[CH:11][C:10]([O:15][CH3:16])=[C:9]([O:17]C(C)C)[CH:8]=3.B(Cl)(Cl)Cl, predict the reaction product. The product is: [Br:1][C:2]1[N:6]2[C:7]3[C:12]([CH2:13][CH2:14][C:5]2=[C:4]([C:21]([O:23][CH2:24][CH3:25])=[O:22])[N:3]=1)=[CH:11][C:10]([O:15][CH3:16])=[C:9]([OH:17])[CH:8]=3. (2) Given the reactants [CH3:1][N:2]1[C:10]2[C:5](=[CH:6][C:7]([N:11]3[CH2:19][C:18]4[C:13](=[CH:14][C:15]([CH:20]=[C:21]([CH3:23])[CH3:22])=[CH:16][CH:17]=4)[C:12]3=[O:24])=[CH:8][CH:9]=2)[CH:4]=[CH:3]1, predict the reaction product. The product is: [CH2:20]([C:15]1[CH:14]=[C:13]2[C:18]([CH2:19][N:11]([C:7]3[CH:6]=[C:5]4[C:10](=[CH:9][CH:8]=3)[N:2]([CH3:1])[CH:3]=[CH:4]4)[C:12]2=[O:24])=[CH:17][CH:16]=1)[CH:21]([CH3:23])[CH3:22]. (3) Given the reactants C[O:2][C:3](=[O:35])[CH:4]([O:32][CH2:33][CH3:34])[CH2:5][C:6]1[CH:11]=[CH:10][CH:9]=[C:8]([CH2:12][CH2:13][N:14]([CH2:25][CH2:26][CH2:27][CH2:28][CH2:29][CH2:30][CH3:31])[C:15]([NH:17][C:18]2[CH:23]=[CH:22][C:21]([CH3:24])=[CH:20][CH:19]=2)=[O:16])[CH:7]=1.[Li+].[OH-], predict the reaction product. The product is: [CH2:33]([O:32][CH:4]([CH2:5][C:6]1[CH:11]=[CH:10][CH:9]=[C:8]([CH2:12][CH2:13][N:14]([CH2:25][CH2:26][CH2:27][CH2:28][CH2:29][CH2:30][CH3:31])[C:15]([NH:17][C:18]2[CH:23]=[CH:22][C:21]([CH3:24])=[CH:20][CH:19]=2)=[O:16])[CH:7]=1)[C:3]([OH:35])=[O:2])[CH3:34]. (4) Given the reactants Br[C:2]1[CH:7]=[CH:6][C:5]2[O:8][C@@H:9]3[CH2:14][CH2:13][O:12][C@H:11]([CH3:15])[C@H:10]3[C@:16]3([CH2:20][S:19][C:18]([NH2:21])=[N:17]3)[C:4]=2[CH:3]=1.O1CCOCC1.[Cl:28][C:29]1[CH:30]=[C:31](B(O)O)[CH:32]=[N:33][CH:34]=1.C([O-])([O-])=O.[Na+].[Na+].[C:44]([OH:50])([C:46]([F:49])([F:48])[F:47])=[O:45], predict the reaction product. The product is: [F:47][C:46]([F:49])([F:48])[C:44]([OH:50])=[O:45].[F:47][C:46]([F:49])([F:48])[C:44]([OH:50])=[O:45].[Cl:28][C:29]1[CH:30]=[C:31]([C:2]2[CH:7]=[CH:6][C:5]3[O:8][C@@H:9]4[CH2:14][CH2:13][O:12][C@H:11]([CH3:15])[C@H:10]4[C@:16]4([CH2:20][S:19][C:18]([NH2:21])=[N:17]4)[C:4]=3[CH:3]=2)[CH:32]=[N:33][CH:34]=1. (5) Given the reactants [CH3:1][C@@:2]([S:21]([CH3:24])(=[O:23])=[O:22])([CH2:8][CH2:9][N:10]1[CH:14]=[C:13]([C:15]2[CH:20]=[CH:19][CH:18]=[CH:17][CH:16]=2)[CH:12]=[N:11]1)[C:3]([O:5]CC)=[O:4].[Li+].[OH-].Cl, predict the reaction product. The product is: [CH3:1][C@@:2]([S:21]([CH3:24])(=[O:22])=[O:23])([CH2:8][CH2:9][N:10]1[CH:14]=[C:13]([C:15]2[CH:20]=[CH:19][CH:18]=[CH:17][CH:16]=2)[CH:12]=[N:11]1)[C:3]([OH:5])=[O:4]. (6) Given the reactants [CH2:1]([N:3]([CH2:37][CH3:38])[CH2:4][CH2:5][CH2:6][NH:7][C:8]1[N:9]=[C:10]([C:27]2[CH:28]=[C:29]([CH:33]=[CH:34][C:35]=2[CH3:36])[C:30](O)=O)[C:11]2[CH:17]=[CH:16][C:15](=[O:18])[N:14]([C:19]3[C:24]([F:25])=[CH:23][CH:22]=[CH:21][C:20]=3[F:26])[C:12]=2[N:13]=1)[CH3:2].CN(C([O:46]N1N=NC2C=CC=CC1=2)=[N+](C)C)C.F[P-](F)(F)(F)(F)F.[CH3:63][NH:64][CH3:65], predict the reaction product. The product is: [CH2:37]([N:3]([CH2:1][CH3:2])[CH2:4][CH2:5][CH2:6][NH:7][C:8]1[N:9]=[C:10]([C:27]2[CH:28]=[C:29]([CH3:30])[CH:33]=[CH:34][C:35]=2[C:36]([N:64]([CH3:65])[CH3:63])=[O:46])[C:11]2[CH:17]=[CH:16][C:15](=[O:18])[N:14]([C:19]3[C:20]([F:26])=[CH:21][CH:22]=[CH:23][C:24]=3[F:25])[C:12]=2[N:13]=1)[CH3:38].